The task is: Predict the reaction yield, written as a fraction of the theoretical maximum amount of product (1.0 means a 100% yield; for example, 0.34 means a 34% yield).. This data is from Reaction yield outcomes from USPTO patents with 853,638 reactions. (1) The reactants are [I:1]N1C(=O)CCC1=O.[CH2:9]([CH:11]([CH2:30][CH2:31][CH2:32][CH3:33])[CH2:12][O:13][C:14]1[CH:19]=[CH:18][C:17]([Br:20])=[CH:16][C:15]=1[O:21][CH2:22][CH:23]([CH2:28][CH3:29])[CH2:24][CH2:25][CH2:26][CH3:27])[CH3:10].C(O)(=O)C.O. The catalyst is C(Cl)(Cl)Cl. The product is [CH2:9]([CH:11]([CH2:30][CH2:31][CH2:32][CH3:33])[CH2:12][O:13][C:14]1[CH:19]=[C:18]([I:1])[C:17]([Br:20])=[CH:16][C:15]=1[O:21][CH2:22][CH:23]([CH2:28][CH3:29])[CH2:24][CH2:25][CH2:26][CH3:27])[CH3:10]. The yield is 0.680. (2) The reactants are [CH3:1][O:2][C:3]1[CH:4]=[C:5]2[C:10](=[CH:11][C:12]=1[O:13][CH2:14][C@@H:15]1[CH2:17][O:16]1)[N:9]=[CH:8][N:7]=[C:6]2[O:18][C:19]1[CH:20]=[C:21]2[C:25](=[CH:26][CH:27]=1)[NH:24][C:23]([CH3:28])=[CH:22]2.[NH:29]1[CH2:33][CH2:32][CH2:31][CH2:30]1. The catalyst is C1COCC1. The product is [OH:16][C@@H:15]([CH2:17][N:29]1[CH2:33][CH2:32][CH2:31][CH2:30]1)[CH2:14][O:13][C:12]1[CH:11]=[C:10]2[C:5]([C:6]([O:18][C:19]3[CH:20]=[C:21]4[C:25](=[CH:26][CH:27]=3)[NH:24][C:23]([CH3:28])=[CH:22]4)=[N:7][CH:8]=[N:9]2)=[CH:4][C:3]=1[O:2][CH3:1]. The yield is 0.360. (3) The product is [Cl:27][C:5]1[C:4]([N+:1]([O-:3])=[O:2])=[CH:9][C:8]([C:10]([F:13])([F:12])[F:11])=[CH:7][N:6]=1. The yield is 0.900. The reactants are [N+:1]([C:4]1[C:5](O)=[N:6][CH:7]=[C:8]([C:10]([F:13])([F:12])[F:11])[CH:9]=1)([O-:3])=[O:2].N1C2C(=CC=CC=2)C=CC=1.P(Cl)(Cl)([Cl:27])=O.[OH-].[Na+]. No catalyst specified. (4) The reactants are [Li][CH2:2][CH2:3][CH2:4][CH3:5].C([NH:8][CH3:9])C.[CH:10]([Ge:13](C(C)C)([CH:15]([CH3:17])[CH3:16])Cl)([CH3:12])[CH3:11].[CH3:21]COCC. No catalyst specified. The product is [CH2:3]([C:4]([Ge:13]([NH:8][CH3:9])([CH:15]([CH3:17])[CH3:16])[CH:10]([CH3:12])[CH3:11])([CH3:5])[CH3:21])[CH3:2]. The yield is 0.980.